Dataset: Forward reaction prediction with 1.9M reactions from USPTO patents (1976-2016). Task: Predict the product of the given reaction. (1) Given the reactants [NH:1]1[CH2:6][CH2:5][NH:4][CH2:3][CH2:2]1.Cl[C:8]1[C:13]([C:14]#[N:15])=[CH:12][CH:11]=[CH:10][N:9]=1, predict the reaction product. The product is: [C:14]([C:13]1[C:8]([N:1]2[CH2:6][CH2:5][NH:4][CH2:3][CH2:2]2)=[N:9][CH:10]=[CH:11][CH:12]=1)#[N:15]. (2) Given the reactants [N:1]1[CH:6]=[CH:5][C:4](/[CH:7]=[CH:8]/[C:9]([O:11][C:12]([CH3:15])([CH3:14])[CH3:13])=[O:10])=[CH:3][CH:2]=1.ClC1C=CC=C(C(OO)=O)C=1.C[Si]([C:31]#[N:32])(C)C.CN(C)C(Cl)=O, predict the reaction product. The product is: [C:31]([C:2]1[CH:3]=[C:4](/[CH:7]=[CH:8]/[C:9]([O:11][C:12]([CH3:15])([CH3:14])[CH3:13])=[O:10])[CH:5]=[CH:6][N:1]=1)#[N:32]. (3) Given the reactants [CH2:1]([N:8]1[CH2:23][CH2:22][C:11]2([O:15][CH2:14][C:13](=O)[CH:12]2[C:17]([O:19][CH2:20][CH3:21])=[O:18])[CH2:10][CH2:9]1)[C:2]1[CH:7]=[CH:6][CH:5]=[CH:4][CH:3]=1.[F:24][C:25]1[CH:30]=[CH:29][CH:28]=[C:27]([C:31]([F:34])([F:33])[F:32])[C:26]=1[CH2:35][NH2:36].C(O)(=O)C, predict the reaction product. The product is: [CH2:1]([N:8]1[CH2:23][CH2:22][C:11]2([O:15][CH2:14][C:13]([NH:36][CH2:35][C:26]3[C:27]([C:31]([F:32])([F:33])[F:34])=[CH:28][CH:29]=[CH:30][C:25]=3[F:24])=[C:12]2[C:17]([O:19][CH2:20][CH3:21])=[O:18])[CH2:10][CH2:9]1)[C:2]1[CH:7]=[CH:6][CH:5]=[CH:4][CH:3]=1. (4) Given the reactants FC(F)(F)S(O[C:7]1[CH:8]=[C:9]2[C:19]3[C:14](=[N:15][CH:16]=[C:17]([O:20][CH3:21])[CH:18]=3)[NH:13][C:10]2=[CH:11][N:12]=1)(=O)=O.[CH3:24][N:25]1[CH:29]=[C:28](B2OC(C)(C)C(C)(C)O2)[CH:27]=[N:26]1.C(=O)([O-])[O-].[Cs+].[Cs+], predict the reaction product. The product is: [CH3:21][O:20][C:17]1[CH:18]=[C:19]2[C:9]3[C:10](=[CH:11][N:12]=[C:7]([C:28]4[CH:27]=[N:26][N:25]([CH3:24])[CH:29]=4)[CH:8]=3)[NH:13][C:14]2=[N:15][CH:16]=1. (5) Given the reactants S(=O)(=O)(O)O.[NH2:6][C:7]1[N:12]=[C:11]([Cl:13])[C:10]([NH:14]C=O)=[C:9]([NH:17][CH2:18][C:19]2[CH:24]=[CH:23][C:22]([N+:25]([O-:27])=[O:26])=[C:21]([CH3:28])[CH:20]=2)[N:8]=1.COC=O.[N:33]([O-])=O.[Na+], predict the reaction product. The product is: [Cl:13][C:11]1[C:10]2[N:14]=[N:33][N:17]([CH2:18][C:19]3[CH:24]=[CH:23][C:22]([N+:25]([O-:27])=[O:26])=[C:21]([CH3:28])[CH:20]=3)[C:9]=2[N:8]=[C:7]([NH2:6])[N:12]=1.